The task is: Predict the reactants needed to synthesize the given product.. This data is from Full USPTO retrosynthesis dataset with 1.9M reactions from patents (1976-2016). (1) The reactants are: [H-].[Al+3].[Li+].[H-].[H-].[H-].[NH:7]([S:14]([C:17]1[CH:26]=[CH:25][C:24]([O:27][CH3:28])=[C:23]2[C:18]=1[CH2:19][CH2:20][C@H:21]([NH:29][C:30](=O)OCC)[CH2:22]2)(=[O:16])=[O:15])[C:8]1[CH:13]=[CH:12][CH:11]=[CH:10][CH:9]=1. Given the product [CH3:28][O:27][C:24]1[C:23]2[CH2:22][C@@H:21]([NH:29][CH3:30])[CH2:20][CH2:19][C:18]=2[C:17]([S:14]([NH:7][C:8]2[CH:9]=[CH:10][CH:11]=[CH:12][CH:13]=2)(=[O:15])=[O:16])=[CH:26][CH:25]=1, predict the reactants needed to synthesize it. (2) Given the product [ClH:41].[CH:13]1([CH2:12][N:10]2[C:11]3[C:7](=[CH:6][CH:5]=[CH:4][C:3]=3[C:1]#[N:2])[C:8]([C:19]3[N:23]=[C:22]([CH2:24][N:30]4[CH2:34][CH2:33][CH2:32][CH2:31]4)[S:21][N:20]=3)=[CH:9]2)[CH2:14][CH2:15][CH2:16][CH2:17][CH2:18]1, predict the reactants needed to synthesize it. The reactants are: [C:1]([C:3]1[CH:4]=[CH:5][CH:6]=[C:7]2[C:11]=1[N:10]([CH2:12][CH:13]1[CH2:18][CH2:17][CH2:16][CH2:15][CH2:14]1)[CH:9]=[C:8]2[C:19]1[N:23]=[C:22]([CH2:24]OS(C)(=O)=O)[S:21][N:20]=1)#[N:2].[NH:30]1[CH2:34][CH2:33][CH2:32][CH2:31]1.C(OCC)(=O)C.[Cl:41]CCl. (3) Given the product [CH3:30][O:29][C:14]1[CH:15]=[C:16]([C:21]([CH3:28])([CH3:27])[C:22]([O:24][CH2:25][CH3:26])=[O:23])[CH:17]=[C:18]([O:19][CH3:20])[C:13]=1[C:4]1[CH:5]=[C:6]([CH3:8])[CH:7]=[C:2]([CH3:1])[CH:3]=1, predict the reactants needed to synthesize it. The reactants are: [CH3:1][C:2]1[CH:3]=[C:4](B(O)O)[CH:5]=[C:6]([CH3:8])[CH:7]=1.Br[C:13]1[C:18]([O:19][CH3:20])=[CH:17][C:16]([C:21]([CH3:28])([CH3:27])[C:22]([O:24][CH2:25][CH3:26])=[O:23])=[CH:15][C:14]=1[O:29][CH3:30].[OH-].[Ba+2].[OH-]. (4) Given the product [CH2:35]([O:34][C:32](=[O:33])[CH2:31][O:22][C:20]1[CH:19]=[CH:18][C:14]2[CH2:15][CH2:16][CH2:17][CH:11]([N:10]([CH2:3][C:4]3[CH:5]=[CH:6][CH:7]=[CH:8][CH:9]=3)[C:23]([O:25][C:26]([CH3:29])([CH3:28])[CH3:27])=[O:24])[CH2:12][C:13]=2[CH:21]=1)[CH3:36], predict the reactants needed to synthesize it. The reactants are: [H-].[Na+].[CH2:3]([N:10]([C:23]([O:25][C:26]([CH3:29])([CH3:28])[CH3:27])=[O:24])[CH:11]1[CH2:17][CH2:16][CH2:15][C:14]2[CH:18]=[CH:19][C:20]([OH:22])=[CH:21][C:13]=2[CH2:12]1)[C:4]1[CH:9]=[CH:8][CH:7]=[CH:6][CH:5]=1.Br[CH2:31][C:32]([O:34][CH2:35][CH3:36])=[O:33].C(=O)([O-])O.[Na+]. (5) Given the product [Cl:1][C:2]1[N:3]=[C:4]([C:12]2[CH:17]=[CH:16][CH:15]=[CH:14][CH:13]=2)[C:5]2[CH2:10][CH2:9][CH2:8][C:6]=2[N:7]=1, predict the reactants needed to synthesize it. The reactants are: [Cl:1][C:2]1[N:3]=[C:4](Cl)[C:5]2[CH2:10][CH2:9][CH2:8][C:6]=2[N:7]=1.[C:12]1(B(O)O)[CH:17]=[CH:16][CH:15]=[CH:14][CH:13]=1.C(N(CC)CC)C.CN(C)C=O. (6) Given the product [F:13][C:8]1[C:7]([C:14]2[CH:19]=[CH:18][CH:17]=[CH:16][CH:15]=2)=[CH:6][C:5]([C:3]([OH:4])=[O:2])=[C:10]([O:11][CH3:12])[CH:9]=1, predict the reactants needed to synthesize it. The reactants are: C[O:2][C:3]([C:5]1[CH:6]=[C:7]([C:14]2[CH:19]=[CH:18][CH:17]=[CH:16][CH:15]=2)[C:8]([F:13])=[CH:9][C:10]=1[O:11][CH3:12])=[O:4].[OH-].[Na+]. (7) Given the product [CH3:15][C:16]1[CH:24]=[C:23]([C:25]([F:26])([F:27])[F:28])[CH:22]=[CH:21][C:17]=1[C:18]([NH:14][CH:9]1[CH2:10][CH2:11][CH2:12][CH2:13][CH:8]1[N:3]1[CH2:4][CH2:5][CH2:6][CH2:7]1)=[O:19], predict the reactants needed to synthesize it. The reactants are: Cl.Cl.[N:3]1([C@H:8]2[CH2:13][CH2:12][CH2:11][CH2:10][C@H:9]2[NH2:14])[CH2:7][CH2:6][CH2:5][CH2:4]1.[CH3:15][C:16]1[CH:24]=[C:23]([C:25]([F:28])([F:27])[F:26])[CH:22]=[CH:21][C:17]=1[C:18](O)=[O:19].